This data is from Full USPTO retrosynthesis dataset with 1.9M reactions from patents (1976-2016). The task is: Predict the reactants needed to synthesize the given product. (1) Given the product [Br:1][C:2]1[CH:7]=[CH:6][C:5]([S:8]([NH:13][C:14]2[CH:19]=[CH:18][CH:17]=[C:16]([C:20]3[NH:24][N:23]=[N:22][N:21]=3)[CH:15]=2)(=[O:10])=[O:9])=[C:4]([F:12])[CH:3]=1, predict the reactants needed to synthesize it. The reactants are: [Br:1][C:2]1[CH:7]=[CH:6][C:5]([S:8](Cl)(=[O:10])=[O:9])=[C:4]([F:12])[CH:3]=1.[NH2:13][C:14]1[CH:15]=[C:16]([C:20]2[NH:24][N:23]=[N:22][N:21]=2)[CH:17]=[CH:18][CH:19]=1. (2) Given the product [Br:1][C:2]1[CH:3]=[CH:4][C:5]([F:17])=[C:6]([C:8]2[N:9]([CH3:18])[C:10]3[CH:16]=[CH:15][CH:14]=[CH:13][C:11]=3[N:12]=2)[CH:7]=1, predict the reactants needed to synthesize it. The reactants are: [Br:1][C:2]1[CH:3]=[CH:4][C:5]([F:17])=[C:6]([C:8]2[NH:12][C:11]3[CH:13]=[CH:14][CH:15]=[CH:16][C:10]=3[N:9]=2)[CH:7]=1.[CH3:18]I. (3) Given the product [ClH:2].[C:16]([C:11]1[CH:12]=[C:32]([NH:29][C:12]2[C:11]3[C:16](=[CH:17][C:18]([O:19][C:20](=[O:22])[CH3:21])=[C:9]([O:8][C:5](=[O:7])[CH3:6])[CH:10]=3)[N:15]=[CH:14][N:13]=2)[CH:18]=[CH:9][CH:10]=1)#[CH:17], predict the reactants needed to synthesize it. The reactants are: C(Cl)(Cl)[Cl:2].[C:5]([O:8][C:9]1[CH:10]=[C:11]2[C:16](=[CH:17][C:18]=1[O:19][C:20](=[O:22])[CH3:21])[N:15]=[CH:14][NH:13][C:12]2=O)(=[O:7])[CH3:6].S(Cl)(Cl)=O.C[N:29]([CH3:32])C=O. (4) The reactants are: [CH2:1]([O:3][C:4](=[O:18])[CH:5]([C:11]1[N:12]=[N:13][C:14]([Cl:17])=[CH:15][CH:16]=1)C(OCC)=O)[CH3:2].[Cl-].[Na+].CS(C)=O. Given the product [CH2:1]([O:3][C:4](=[O:18])[CH2:5][C:11]1[N:12]=[N:13][C:14]([Cl:17])=[CH:15][CH:16]=1)[CH3:2], predict the reactants needed to synthesize it.